Dataset: CYP2D6 inhibition data for predicting drug metabolism from PubChem BioAssay. Task: Regression/Classification. Given a drug SMILES string, predict its absorption, distribution, metabolism, or excretion properties. Task type varies by dataset: regression for continuous measurements (e.g., permeability, clearance, half-life) or binary classification for categorical outcomes (e.g., BBB penetration, CYP inhibition). Dataset: cyp2d6_veith. (1) The drug is CCCn1nc2cc(C(=O)NCc3ccccc3)ccc2c1OCC. The result is 0 (non-inhibitor). (2) The molecule is COCCN(C(=O)c1ccco1)c1nnc(-c2ccc(OC)cc2)s1. The result is 0 (non-inhibitor). (3) The molecule is COC1=C[C@H]2C3=C([C@H]2C1=O)[C@H](NC(C)=O)CCc1cc(OC)c(OC)c(OC)c13. The result is 0 (non-inhibitor).